From a dataset of Full USPTO retrosynthesis dataset with 1.9M reactions from patents (1976-2016). Predict the reactants needed to synthesize the given product. (1) The reactants are: Cl.[Cl:2][C:3]1[CH:11]=[C:10]([NH:12][C:13]2[C:22]3[C:17](=[CH:18][CH:19]=[CH:20][C:21]=3[O:23][CH:24]3[CH2:29][CH2:28][N:27]([CH3:30])[CH2:26][CH2:25]3)[N:16]=[CH:15][N:14]=2)[CH:9]=[CH:8][C:4]=1[C:5]([OH:7])=O.CN(C(ON1N=NC2C=CC=NC1=2)=[N+](C)C)C.F[P-](F)(F)(F)(F)F.C(N(C(C)C)CC)(C)C.[NH:64]1[CH:73]2[CH:68]([CH2:69][CH2:70][CH2:71][CH2:72]2)[CH2:67][CH2:66][CH2:65]1.C(=O)([O-])O.[Na+]. Given the product [Cl:2][C:3]1[CH:11]=[C:10]([CH:9]=[CH:8][C:4]=1[C:5]([N:64]1[CH:73]2[CH:68]([CH2:69][CH2:70][CH2:71][CH2:72]2)[CH2:67][CH2:66][CH2:65]1)=[O:7])[NH:12][C:13]1[C:22]2[C:17](=[CH:18][CH:19]=[CH:20][C:21]=2[O:23][CH:24]2[CH2:29][CH2:28][N:27]([CH3:30])[CH2:26][CH2:25]2)[N:16]=[CH:15][N:14]=1, predict the reactants needed to synthesize it. (2) Given the product [Br:11][C:12]1[CH:19]=[CH:18][CH:17]=[CH:16][C:13]=1[CH:3]1[CH2:20][CH:4]1[N+:5]([O-:7])=[O:6], predict the reactants needed to synthesize it. The reactants are: CO[C:3](=O)[C:4](=[N+]=[N-])[N+:5]([O-:7])=[O:6].[Br:11][C:12]1[CH:19]=[CH:18][CH:17]=[CH:16][C:13]=1C=C.[CH2:20](Cl)Cl. (3) Given the product [C:1]([O:5][C:6]([N:8]1[CH2:9][CH2:10][N:11]([C:14]2[N:22]([C:23]3[CH:28]=[CH:27][CH:26]=[CH:25][C:24]=3[CH:29]=[N:36][OH:37])[C:21]3[C:20](=[O:31])[N:19]([CH3:32])[C:18](=[O:33])[N:17]([CH3:34])[C:16]=3[N:15]=2)[CH2:12][CH2:13]1)=[O:7])([CH3:3])([CH3:2])[CH3:4], predict the reactants needed to synthesize it. The reactants are: [C:1]([O:5][C:6]([N:8]1[CH2:13][CH2:12][N:11]([C:14]2[N:22]([C:23]3[CH:28]=[CH:27][CH:26]=[CH:25][C:24]=3[CH:29]=O)[C:21]3[C:20](=[O:31])[N:19]([CH3:32])[C:18](=[O:33])[N:17]([CH3:34])[C:16]=3[N:15]=2)[CH2:10][CH2:9]1)=[O:7])([CH3:4])([CH3:3])[CH3:2].Cl.[NH2:36][OH:37].C([O-])(=O)C.[K+].